Task: Predict the product of the given reaction.. Dataset: Forward reaction prediction with 1.9M reactions from USPTO patents (1976-2016) Given the reactants [Si]([O:8][CH2:9][C@@H:10]([CH3:24])[CH2:11][N:12]1[C:17]2[CH:18]=[C:19]([F:22])[CH:20]=[CH:21][C:16]=2[O:15][CH2:14][C:13]1=[O:23])(C(C)(C)C)(C)C.O.[F-].C([N+](CCCC)(CCCC)CCCC)CCC, predict the reaction product. The product is: [F:22][C:19]1[CH:20]=[CH:21][C:16]2[O:15][CH2:14][C:13](=[O:23])[N:12]([CH2:11][C@H:10]([CH3:24])[CH2:9][OH:8])[C:17]=2[CH:18]=1.